Dataset: Catalyst prediction with 721,799 reactions and 888 catalyst types from USPTO. Task: Predict which catalyst facilitates the given reaction. (1) Reactant: [CH3:1][O:2][C:3]1[CH:4]=[C:5]([C:9]2([C:15]#[N:16])[CH2:14][CH2:13][NH:12][CH2:11][CH2:10]2)[CH:6]=[CH:7][CH:8]=1.[C:17]([O:21][C:22]([N:24]1[CH2:29][CH2:28][C:27](=O)[CH2:26][CH2:25]1)=[O:23])([CH3:20])([CH3:19])[CH3:18].C(O[BH-](OC(=O)C)OC(=O)C)(=O)C.[Na+].C(=O)([O-])O.[Na+]. Product: [C:15]([C:9]1([C:5]2[CH:6]=[CH:7][CH:8]=[C:3]([O:2][CH3:1])[CH:4]=2)[CH2:14][CH2:13][N:12]([CH:27]2[CH2:28][CH2:29][N:24]([C:22]([O:21][C:17]([CH3:20])([CH3:19])[CH3:18])=[O:23])[CH2:25][CH2:26]2)[CH2:11][CH2:10]1)#[N:16]. The catalyst class is: 26. (2) Reactant: C([O:5][C:6](=[O:24])/[CH:7]=[CH:8]/[C:9]1[CH:13]=[CH:12][N:11]([S:14]([C:17]2[CH:22]=[CH:21][C:20]([Br:23])=[CH:19][CH:18]=2)(=[O:16])=[O:15])[CH:10]=1)(C)(C)C.C(O)(C(F)(F)F)=O. Product: [Br:23][C:20]1[CH:19]=[CH:18][C:17]([S:14]([N:11]2[CH:12]=[CH:13][C:9](/[CH:8]=[CH:7]/[C:6]([OH:24])=[O:5])=[CH:10]2)(=[O:16])=[O:15])=[CH:22][CH:21]=1. The catalyst class is: 4. (3) Reactant: [NH2:1][C:2]1[CH:7]=[CH:6][C:5]([S:8]([NH:11][O:12][CH:13]2[CH2:17][CH2:16][CH2:15][CH2:14]2)(=[O:10])=[O:9])=[CH:4][C:3]=1[N+:18]([O-])=O.C(OCC)(=O)C. Product: [NH2:18][C:3]1[CH:4]=[C:5]([S:8]([NH:11][O:12][CH:13]2[CH2:17][CH2:16][CH2:15][CH2:14]2)(=[O:9])=[O:10])[CH:6]=[CH:7][C:2]=1[NH2:1]. The catalyst class is: 63. (4) Reactant: [CH3:1][CH:2]([CH2:22]O)[C@@H:3]1[C@:20]2([CH3:21])[C@H:6]([C@H:7]3[C@H:17]([CH2:18][CH2:19]2)[C@:15]2([CH3:16])[C:10]([CH2:11][CH2:12][CH2:13][CH2:14]2)=[CH:9][CH2:8]3)[CH2:5][CH2:4]1.C1(P(C2C=CC=CC=2)C2C=CC=CC=2)C=CC=CC=1.N1C=CN=C1.[I:48]I. Product: [I:48][CH2:22][CH:2]([C@@H:3]1[C@:20]2([CH3:21])[C@H:6]([C@H:7]3[C@H:17]([CH2:18][CH2:19]2)[C@:15]2([CH3:16])[C:10]([CH2:11][CH2:12][CH2:13][CH2:14]2)=[CH:9][CH2:8]3)[CH2:5][CH2:4]1)[CH3:1]. The catalyst class is: 4. (5) Reactant: [Cl:1][C:2]1[S:6][C:5]([S:7]([NH:10][C:11]2[C:19]3[C:14](=[CH:15][CH:16]=[CH:17][C:18]=3[O:20][CH3:21])[N:13]([C:22]([O:24][C:25]([CH3:28])([CH3:27])[CH3:26])=[O:23])[N:12]=2)(=[O:9])=[O:8])=[CH:4][CH:3]=1.[CH3:29][Si:30]([CH3:37])([CH3:36])[CH2:31][CH2:32][O:33][CH2:34]Cl.C(NC(C)C)(C)C. Product: [Cl:1][C:2]1[S:6][C:5]([S:7]([N:10]([CH2:34][O:33][CH2:32][CH2:31][Si:30]([CH3:37])([CH3:36])[CH3:29])[C:11]2[C:19]3[C:14](=[CH:15][CH:16]=[CH:17][C:18]=3[O:20][CH3:21])[N:13]([C:22]([O:24][C:25]([CH3:28])([CH3:27])[CH3:26])=[O:23])[N:12]=2)(=[O:8])=[O:9])=[CH:4][CH:3]=1. The catalyst class is: 2. (6) Reactant: C(OC(=O)[NH:7][CH2:8][C:9]1[N:10]=[N:11][N:12]([C:14]2[CH:19]=[CH:18][C:17]([C:20]#[C:21][C:22]#[N:23])=[CH:16][CH:15]=2)[CH:13]=1)(C)(C)C.[C:25]([OH:31])([C:27]([F:30])([F:29])[F:28])=[O:26]. Product: [F:28][C:27]([F:30])([F:29])[C:25]([O-:31])=[O:26].[C:22]([C:21]#[C:20][C:17]1[CH:18]=[CH:19][C:14]([N:12]2[CH:13]=[C:9]([CH2:8][NH3+:7])[N:10]=[N:11]2)=[CH:15][CH:16]=1)#[N:23]. The catalyst class is: 2. (7) Reactant: CC1C=CC(S(OCCC2C=CC=C3C=2NN=C3S(C2C=CC=CC=2)(=O)=O)(=O)=O)=CC=1.[C:32]1([S:38]([C:41]2[C:49]3[C:44](=[C:45]([CH2:50][CH2:51]O)[CH:46]=[CH:47][CH:48]=3)[NH:43][N:42]=2)(=[O:40])=[O:39])[CH:37]=[CH:36][CH:35]=[CH:34][CH:33]=1.[N:53]1[CH:58]=CC=C[CH:54]=1.C1(C)C(S([Cl:68])(=O)=O)=CC=CC=1. Product: [ClH:68].[CH3:54][N:53]([CH3:58])[CH2:51][CH2:50][C:45]1[CH:46]=[CH:47][CH:48]=[C:49]2[C:44]=1[NH:43][N:42]=[C:41]2[S:38]([C:32]1[CH:37]=[CH:36][CH:35]=[CH:34][CH:33]=1)(=[O:40])=[O:39]. The catalyst class is: 4.